From a dataset of Catalyst prediction with 721,799 reactions and 888 catalyst types from USPTO. Predict which catalyst facilitates the given reaction. Reactant: [Br:1][C:2]1[C:3]([CH3:10])=[C:4]([NH2:9])[C:5]([Cl:8])=[N:6][CH:7]=1.[Li+].C[Si]([N-][Si](C)(C)C)(C)C.[F:21][C:22]1[CH:27]=[C:26]([F:28])[CH:25]=[CH:24][C:23]=1[S:29](Cl)(=[O:31])=[O:30]. Product: [Br:1][C:2]1[C:3]([CH3:10])=[C:4]([NH:9][S:29]([C:23]2[CH:24]=[CH:25][C:26]([F:28])=[CH:27][C:22]=2[F:21])(=[O:31])=[O:30])[C:5]([Cl:8])=[N:6][CH:7]=1. The catalyst class is: 598.